Dataset: NCI-60 drug combinations with 297,098 pairs across 59 cell lines. Task: Regression. Given two drug SMILES strings and cell line genomic features, predict the synergy score measuring deviation from expected non-interaction effect. (1) Drug 1: CC1=C2C(C(=O)C3(C(CC4C(C3C(C(C2(C)C)(CC1OC(=O)C(C(C5=CC=CC=C5)NC(=O)OC(C)(C)C)O)O)OC(=O)C6=CC=CC=C6)(CO4)OC(=O)C)OC)C)OC. Drug 2: CC1=C(C(CCC1)(C)C)C=CC(=CC=CC(=CC(=O)O)C)C. Cell line: OVCAR-5. Synergy scores: CSS=45.8, Synergy_ZIP=6.97, Synergy_Bliss=5.82, Synergy_Loewe=-25.3, Synergy_HSA=5.34. (2) Drug 1: CC1=C(N=C(N=C1N)C(CC(=O)N)NCC(C(=O)N)N)C(=O)NC(C(C2=CN=CN2)OC3C(C(C(C(O3)CO)O)O)OC4C(C(C(C(O4)CO)O)OC(=O)N)O)C(=O)NC(C)C(C(C)C(=O)NC(C(C)O)C(=O)NCCC5=NC(=CS5)C6=NC(=CS6)C(=O)NCCC[S+](C)C)O. Drug 2: C1C(C(OC1N2C=NC(=NC2=O)N)CO)O. Cell line: HCC-2998. Synergy scores: CSS=19.3, Synergy_ZIP=0.790, Synergy_Bliss=4.14, Synergy_Loewe=-5.02, Synergy_HSA=-1.44. (3) Drug 1: C1=NC(=NC(=O)N1C2C(C(C(O2)CO)O)O)N. Drug 2: CS(=O)(=O)CCNCC1=CC=C(O1)C2=CC3=C(C=C2)N=CN=C3NC4=CC(=C(C=C4)OCC5=CC(=CC=C5)F)Cl. Cell line: U251. Synergy scores: CSS=14.1, Synergy_ZIP=-4.10, Synergy_Bliss=4.35, Synergy_Loewe=-12.6, Synergy_HSA=-1.04. (4) Drug 1: C1=NNC2=C1C(=O)NC=N2. Drug 2: COCCOC1=C(C=C2C(=C1)C(=NC=N2)NC3=CC=CC(=C3)C#C)OCCOC.Cl. Cell line: LOX IMVI. Synergy scores: CSS=-2.73, Synergy_ZIP=0.574, Synergy_Bliss=-3.74, Synergy_Loewe=-5.44, Synergy_HSA=-6.89. (5) Drug 1: CC(CN1CC(=O)NC(=O)C1)N2CC(=O)NC(=O)C2. Drug 2: CN(C)N=NC1=C(NC=N1)C(=O)N. Cell line: RPMI-8226. Synergy scores: CSS=37.9, Synergy_ZIP=5.62, Synergy_Bliss=6.98, Synergy_Loewe=-2.39, Synergy_HSA=6.53.